From a dataset of Full USPTO retrosynthesis dataset with 1.9M reactions from patents (1976-2016). Predict the reactants needed to synthesize the given product. (1) The reactants are: C([Sn](CCCC)(CCCC)[C:6]1[CH:11]=[CH:10][CH:9]=[CH:8][N:7]=1)CCC.[Cl:20][C:21]1[C:22]([C:31]([NH:33][CH:34]([C:42]2([OH:50])[CH2:47][CH2:46][C:45]([F:49])([F:48])[CH2:44][CH2:43]2)[C:35]2[CH:40]=[CH:39][CH:38]=[C:37](I)[CH:36]=2)=[O:32])=[N:23][CH:24]=[CH:25][C:26]=1[C:27]([F:30])([F:29])[F:28]. Given the product [Cl:20][C:21]1[C:22]([C:31]([NH:33][CH:34]([C:42]2([OH:50])[CH2:47][CH2:46][C:45]([F:48])([F:49])[CH2:44][CH2:43]2)[C:35]2[CH:40]=[CH:39][CH:38]=[C:37]([C:6]3[CH:11]=[CH:10][CH:9]=[CH:8][N:7]=3)[CH:36]=2)=[O:32])=[N:23][CH:24]=[CH:25][C:26]=1[C:27]([F:28])([F:30])[F:29], predict the reactants needed to synthesize it. (2) Given the product [NH2:36][C:4]1[C:3]2[N:12]=[C:16]([CH3:17])[N:29]([CH2:30][C:31]3([OH:35])[CH2:34][CH2:33][CH2:32]3)[C:2]=2[C:11]2[CH:10]=[CH:9][CH:8]=[CH:7][C:6]=2[N:5]=1, predict the reactants needed to synthesize it. The reactants are: Cl[C:2]1[C:11]2[C:6](=[CH:7][CH:8]=[CH:9][CH:10]=2)[N:5]=[CH:4][C:3]=1[N+:12]([O-])=O.Cl[C:16]1C2C(=NC=CC=2)N=C[C:17]=1[N+]([O-])=O.[NH2:29][CH2:30][C:31]1([OH:35])[CH2:34][CH2:33][CH2:32]1.[NH2:36]CC1(O)CCCCC1.CC(C)(C)C([O-])([O-])[O-].COC(OC)(OC)CCC.